From a dataset of Reaction yield outcomes from USPTO patents with 853,638 reactions. Predict the reaction yield, written as a fraction of the theoretical maximum amount of product (1.0 means a 100% yield; for example, 0.34 means a 34% yield). (1) The reactants are N[C:2]1[CH:3]=[C:4]([NH:12][C:13]([C:15]2[C:24](=[O:25])[C:23]3[C:18](=[CH:19][CH:20]=[CH:21][CH:22]=3)[NH:17][CH:16]=2)=[O:14])[CH:5]=[CH:6][C:7]=1[C:8]([CH3:11])([CH3:10])[CH3:9].[C:26](O)(=O)C.C=O.[C:32]([BH3-])#[N:33].[Na+]. The catalyst is C(Cl)Cl.CO.CCOCC. The product is [CH3:26][N:33]([CH3:32])[C:2]1[CH:3]=[C:4]([NH:12][C:13]([C:15]2[C:24](=[O:25])[C:23]3[C:18](=[CH:19][CH:20]=[CH:21][CH:22]=3)[NH:17][CH:16]=2)=[O:14])[CH:5]=[CH:6][C:7]=1[C:8]([CH3:11])([CH3:10])[CH3:9]. The yield is 0.170. (2) The reactants are O1CCCCC1[N:7]1[C:15]2[C:10](=[CH:11][C:12]([C:16]3[N:20]=[CH:19][N:18](C(C4C=CC=CC=4)(C4C=CC=CC=4)C4C=CC=CC=4)[N:17]=3)=[CH:13][CH:14]=2)[C:9]([C:40]2[CH:41]=[C:42]([CH:47]=[CH:48][CH:49]=2)[C:43]([O:45]C)=O)=[N:8]1.[OH-].[Li+].O[N:53]1[C:57]2[CH:58]=[CH:59][CH:60]=[CH:61][C:56]=2N=N1.[NH2:62][CH2:63]CN1CCCCC1.Cl.C(N=C=NCCCN(C)C)C.Cl. The catalyst is O1CCCC1.O.O1CCOCC1. The product is [NH:18]1[CH:19]=[N:20][C:16]([C:12]2[CH:11]=[C:10]3[C:15](=[CH:14][CH:13]=2)[NH:7][N:8]=[C:9]3[C:40]2[CH:41]=[C:42]([C:43]([NH:62][CH2:63][CH2:56][CH:61]3[CH2:60][CH2:59][CH2:58][CH2:57][NH:53]3)=[O:45])[CH:47]=[CH:48][CH:49]=2)=[N:17]1. The yield is 0.280. (3) The catalyst is CS(C)=O.O. The product is [Cl:8][C:7]1[C:2]([O:9][CH:10]2[CH2:11][CH:12]([NH:14][C:15](=[O:21])[O:16][C:17]([CH3:19])([CH3:18])[CH3:20])[CH2:13]2)=[N:3][CH:4]=[CH:5][N:6]=1. The yield is 0.760. The reactants are Cl[C:2]1[C:7]([Cl:8])=[N:6][CH:5]=[CH:4][N:3]=1.[OH:9][CH:10]1[CH2:13][CH:12]([NH:14][C:15](=[O:21])[O:16][C:17]([CH3:20])([CH3:19])[CH3:18])[CH2:11]1.C([O-])([O-])=O.[Cs+].[Cs+]. (4) The reactants are Br[C:2]1[CH:11]=[C:10]2[C:5]([C:6]([OH:20])=[C:7]([CH2:12][CH2:13][N:14]3[CH2:18][CH2:17][CH2:16][C@H:15]3[CH3:19])[N:8]=[N:9]2)=[CH:4][CH:3]=1.[C:21]([C:23]1[CH:28]=[CH:27][C:26](B(O)O)=[CH:25][CH:24]=1)#[N:22].C([O-])([O-])=O.[Na+].[Na+]. The catalyst is C(O)(C)C.Cl[Pd](Cl)([P](C1C=CC=CC=1)(C1C=CC=CC=1)C1C=CC=CC=1)[P](C1C=CC=CC=1)(C1C=CC=CC=1)C1C=CC=CC=1. The product is [OH:20][C:6]1[C:5]2[C:10](=[CH:11][C:2]([C:26]3[CH:27]=[CH:28][C:23]([C:21]#[N:22])=[CH:24][CH:25]=3)=[CH:3][CH:4]=2)[N:9]=[N:8][C:7]=1[CH2:12][CH2:13][N:14]1[CH2:18][CH2:17][CH2:16][C@H:15]1[CH3:19]. The yield is 0.330. (5) The reactants are [NH2:1][C:2]1[CH:7]=[CH:6][C:5]([C:8]2[CH2:9][C@H:10]3[C:16](=O)[N:15](COCC[Si](C)(C)C)[C:14]4[CH:26]=[C:27]([O:32][CH2:33][CH2:34][CH2:35][O:36][C:37]5[C:38]([O:64][CH3:65])=[CH:39][C:40]6[C:46](=[O:47])[N:45]7[CH:48]=[C:49]([CH:51]8[CH2:53][CH2:52]8)[CH2:50][C@H:44]7[C:43](=O)[N:42](COCC[Si](C)(C)C)[C:41]=6[CH:63]=5)[C:28]([O:30][CH3:31])=[CH:29][C:13]=4[C:12](=[O:66])[N:11]3[CH:67]=2)=[CH:4][CH:3]=1.[Li+].[B-](CC)(CC)CC. The catalyst is C1COCC1. The product is [NH2:1][C:2]1[CH:3]=[CH:4][C:5]([C:8]2[CH2:9][C@H:10]3[CH:16]=[N:15][C:14]4[CH:26]=[C:27]([O:32][CH2:33][CH2:34][CH2:35][O:36][C:37]5[C:38]([O:64][CH3:65])=[CH:39][C:40]6[C:46](=[O:47])[N:45]7[CH:48]=[C:49]([CH:51]8[CH2:53][CH2:52]8)[CH2:50][C@H:44]7[CH:43]=[N:42][C:41]=6[CH:63]=5)[C:28]([O:30][CH3:31])=[CH:29][C:13]=4[C:12](=[O:66])[N:11]3[CH:67]=2)=[CH:6][CH:7]=1. The yield is 0.660. (6) The reactants are O1CCCCC1[N:7]1[C:15]2[C:10](=[CH:11][C:12]([C:16]3[N:20]=[CH:19][N:18](C(C4C=CC=CC=4)(C4C=CC=CC=4)C4C=CC=CC=4)[N:17]=3)=[CH:13][CH:14]=2)[C:9]([C:40]2[CH:41]=[C:42]([C:46]([NH:48][CH2:49][C:50]3[CH:55]=[CH:54][CH:53]=[CH:52][CH:51]=3)=[O:47])[CH:43]=[CH:44][CH:45]=2)=[N:8]1.Cl.[OH-].[Na+]. The catalyst is O1CCOCC1. The product is [NH:17]1[C:16]([C:12]2[CH:11]=[C:10]3[C:15](=[CH:14][CH:13]=2)[NH:7][N:8]=[C:9]3[C:40]2[CH:41]=[C:42]([C:46]([NH:48][CH2:49][C:50]3[CH:55]=[CH:54][CH:53]=[CH:52][CH:51]=3)=[O:47])[CH:43]=[CH:44][CH:45]=2)=[N:20][CH:19]=[N:18]1. The yield is 0.180. (7) The reactants are [CH2:1]([O:8][C:9](=[O:21])[CH2:10][N:11]1[C:15]2[CH:16]=[CH:17][CH:18]=[CH:19][C:14]=2[NH:13][C:12]1=[O:20])[C:2]1[CH:7]=[CH:6][CH:5]=[CH:4][CH:3]=1.[H-].[Na+].[CH3:24]I. The catalyst is CN(C=O)C.C(OCC)(=O)C. The product is [CH2:1]([O:8][C:9](=[O:21])[CH2:10][N:11]1[C:15]2[CH:16]=[CH:17][CH:18]=[CH:19][C:14]=2[N:13]([CH3:24])[C:12]1=[O:20])[C:2]1[CH:7]=[CH:6][CH:5]=[CH:4][CH:3]=1. The yield is 0.770. (8) The reactants are [F:1][C:2]1[CH:13]=[CH:12][C:5]2[NH:6][CH:7]([CH2:10][OH:11])[CH2:8][O:9][C:4]=2[CH:3]=1.[Br:14]N1C(=O)CCC1=O. The catalyst is C(#N)C. The product is [Br:14][C:12]1[C:5]2[NH:6][CH:7]([CH2:10][OH:11])[CH2:8][O:9][C:4]=2[CH:3]=[C:2]([F:1])[CH:13]=1. The yield is 0.480. (9) The reactants are [Cl:1][C:2]1[C:3]([O:12][C:13]2[CH:14]=[N:15][C:16]([O:20][CH2:21][CH:22]([CH3:24])[CH3:23])=[C:17]([Cl:19])[CH:18]=2)=[CH:4][C:5]([F:11])=[C:6]([CH:10]=1)[C:7]([OH:9])=O.C(N1C=CN=C1)(N1C=CN=C1)=O.[N:37]1([S:46]([NH2:49])(=[O:48])=[O:47])[C:45]2[C:40](=[CH:41][CH:42]=[CH:43][CH:44]=2)[CH2:39][CH2:38]1.N12CCCN=C1CCCCC2. The catalyst is O1CCCC1.C(OCC)(=O)C. The product is [Cl:1][C:2]1[C:3]([O:12][C:13]2[CH:14]=[N:15][C:16]([O:20][CH2:21][CH:22]([CH3:24])[CH3:23])=[C:17]([Cl:19])[CH:18]=2)=[CH:4][C:5]([F:11])=[C:6]([CH:10]=1)[C:7]([NH:49][S:46]([N:37]1[C:45]2[C:40](=[CH:41][CH:42]=[CH:43][CH:44]=2)[CH2:39][CH2:38]1)(=[O:48])=[O:47])=[O:9]. The yield is 0.130.